Dataset: Acute oral toxicity (LD50) regression data from Zhu et al.. Task: Regression/Classification. Given a drug SMILES string, predict its toxicity properties. Task type varies by dataset: regression for continuous values (e.g., LD50, hERG inhibition percentage) or binary classification for toxic/non-toxic outcomes (e.g., AMES mutagenicity, cardiotoxicity, hepatotoxicity). Dataset: ld50_zhu. (1) The compound is O=S1(=O)CCC(Br)C1. The rat oral LD50 is 2.97, given as -log10 of the dose in mol/kg body weight (higher means more acutely toxic). (2) The molecule is CN(N=O)C(=N)N[N+](=O)[O-]. The rat oral LD50 is 3.21, given as -log10 of the dose in mol/kg body weight (higher means more acutely toxic). (3) The rat oral LD50 is 2.81, given as -log10 of the dose in mol/kg body weight (higher means more acutely toxic). The drug is Clc1ccc(N2CCN(CC=Cc3ccccc3)CC2)nn1. (4) The drug is C=CCn1ccc(=O)c(O)c1C. The rat oral LD50 is 2.31, given as -log10 of the dose in mol/kg body weight (higher means more acutely toxic). (5) The drug is O=C(NN=CC(O)C1OC(=O)C(O)C1O)c1ccncc1. The rat oral LD50 is 1.66, given as -log10 of the dose in mol/kg body weight (higher means more acutely toxic). (6) The compound is CCOC(=O)CC(=O)NP(=O)(OC)SC. The rat oral LD50 is 3.31, given as -log10 of the dose in mol/kg body weight (higher means more acutely toxic).